From a dataset of Full USPTO retrosynthesis dataset with 1.9M reactions from patents (1976-2016). Predict the reactants needed to synthesize the given product. (1) Given the product [CH2:13]([C:17]1[N:18]([CH2:33][C:34]2[CH:35]=[CH:36][C:37]([C:40]3[CH:45]=[CH:44][CH:43]=[CH:42][C:41]=3[C:46]3[NH:3][C:4](=[O:7])[O:5][N:47]=3)=[CH:38][CH:39]=2)[C:19](=[O:32])[C:20]([CH:24]([OH:31])[C:25]2[CH:30]=[CH:29][CH:28]=[CH:27][CH:26]=2)=[C:21]([CH3:23])[N:22]=1)[CH2:14][CH2:15][CH3:16], predict the reactants needed to synthesize it. The reactants are: [Cl-].O[NH3+:3].[C:4](=[O:7])([O-])[OH:5].[Na+].CS(C)=O.[CH2:13]([C:17]1[N:18]([CH2:33][C:34]2[CH:39]=[CH:38][C:37]([C:40]3[C:41]([C:46]#[N:47])=[CH:42][CH:43]=[CH:44][CH:45]=3)=[CH:36][CH:35]=2)[C:19](=[O:32])[C:20]([CH:24]([OH:31])[C:25]2[CH:30]=[CH:29][CH:28]=[CH:27][CH:26]=2)=[C:21]([CH3:23])[N:22]=1)[CH2:14][CH2:15][CH3:16]. (2) Given the product [C:1]([C:5]1[CH:10]=[CH:9][C:8]([C:11]2[NH:25][C:14]3=[N:15][CH:16]=[CH:17][C:18]([N:19]4[CH2:20][CH2:21][N:22]([CH2:35][C:30]5[N:29]=[C:28]([CH2:26][CH3:27])[NH:32][C:31]=5[CH3:33])[CH2:23][CH2:24]4)=[C:13]3[N:12]=2)=[CH:7][CH:6]=1)([CH3:4])([CH3:2])[CH3:3], predict the reactants needed to synthesize it. The reactants are: [C:1]([C:5]1[CH:10]=[CH:9][C:8]([C:11]2[NH:25][C:14]3=[N:15][CH:16]=[CH:17][C:18]([N:19]4[CH2:24][CH2:23][NH:22][CH2:21][CH2:20]4)=[C:13]3[N:12]=2)=[CH:7][CH:6]=1)([CH3:4])([CH3:3])[CH3:2].[CH2:26]([C:28]1[NH:29][C:30]([CH3:35])=[C:31]([CH:33]=O)[N:32]=1)[CH3:27].C(O[BH-](OC(=O)C)OC(=O)C)(=O)C.[Na+]. (3) Given the product [C:1]([NH:6][C:7]1[N:8]=[C:9]([O:34][C:42](=[O:43])[N:41]([C:45]2[CH:46]=[CH:47][CH:48]=[CH:49][CH:50]=2)[C:35]2[CH:40]=[CH:39][CH:38]=[CH:37][CH:36]=2)[C:10]2[N:11]=[CH:12][N:13]([C:32]=2[N:33]=1)[C@@H:14]1[O:31][C@H:21]([CH2:22][O:23][Si:24]([C:27]([CH3:29])([CH3:28])[CH3:30])([CH3:25])[CH3:26])[C@@H:16]([O:17][CH2:18][S:19][CH3:20])[CH2:15]1)(=[O:5])[CH:2]([CH3:4])[CH3:3], predict the reactants needed to synthesize it. The reactants are: [C:1]([NH:6][C:7]1[NH:8][C:9](=[O:34])[C:10]2[N:11]=[CH:12][N:13]([C:32]=2[N:33]=1)[C@@H:14]1[O:31][C@H:21]([CH2:22][O:23][Si:24]([C:27]([CH3:30])([CH3:29])[CH3:28])([CH3:26])[CH3:25])[C@@H:16]([O:17][CH2:18][S:19][CH3:20])[CH2:15]1)(=[O:5])[CH:2]([CH3:4])[CH3:3].[C:35]1([N:41]([C:45]2[CH:50]=[CH:49][CH:48]=[CH:47][CH:46]=2)[C:42](Cl)=[O:43])[CH:40]=[CH:39][CH:38]=[CH:37][CH:36]=1.C(N(CC)C(C)C)(C)C.